Dataset: Reaction yield outcomes from USPTO patents with 853,638 reactions. Task: Predict the reaction yield, written as a fraction of the theoretical maximum amount of product (1.0 means a 100% yield; for example, 0.34 means a 34% yield). (1) The reactants are COC(=O)NC(C1C=CC=CC=1)C(N1CC(F)(F)CC1C1NC(C2C=CC([C:26]3[CH:35]=[CH:34][C:33]4[C:28](=[CH:29][CH:30]=[C:31]([C:36]5[NH:37][C:38]([CH:41]6[CH2:45][CH2:44][CH2:43][N:42]6[C:46](=[O:59])[CH:47]([NH:54][C:55]([O:57][CH3:58])=[O:56])[CH:48]6[CH2:53]COC[CH2:49]6)=[N:39][CH:40]=5)[CH:32]=4)[CH:27]=3)=CC=2)=CN=1)=O.[CH3:67][O:68][C:69]([NH:71][CH:72]([CH:76]1[CH2:81][CH2:80]O[CH2:78][CH2:77]1)[C:73]([OH:75])=O)=[O:70].C(OC([N:89]1[CH:95]([C:96]2[NH:97][C:98]([C:101]3[CH:106]=[CH:105][C:104](C4C=CC5C(=CC=C(C6NC(C7CCCN7C(OCC7C=CC=CC=7)=O)=NC=6)C=5)C=4)=[CH:103][CH:102]=3)=[CH:99][N:100]=2)[CH2:94][C:91]2([CH2:93][CH2:92]2)[CH2:90]1)=O)(C)(C)C.[C:137](OC(N1CC(F)(F)CC1C1NC(C2C=CC(C3C=CC4C(=CC=C(C5NC(C6CCCN6C(OCC6C=CC=CC=6)=O)=NC=5)C=4)C=3)=CC=2)=CN=1)=O)(C)(C)C. No catalyst specified. The product is [CH3:58][O:57][C:55](=[O:56])[NH:54][CH:47]([C:46]([N:42]1[CH2:43][CH2:44][CH2:45][CH:41]1[C:38]1[NH:37][C:36]([C:31]2[CH:30]=[CH:29][C:28]3[C:27](=[CH:26][CH:35]=[C:34]([C:104]4[CH:103]=[CH:102][C:101]([C:98]5[NH:97][C:96]([CH:95]6[CH2:94][C:91]7([CH2:92][CH2:93]7)[CH2:90][N:89]6[C:73](=[O:75])[CH:72]([NH:71][C:69]([O:68][CH3:67])=[O:70])[C:76]6[CH:77]=[CH:78][CH:137]=[CH:80][CH:81]=6)=[N:100][CH:99]=5)=[CH:106][CH:105]=4)[CH:33]=3)[CH:32]=2)=[CH:40][N:39]=1)=[O:59])[CH:48]([CH3:49])[CH3:53]. The yield is 0.280. (2) The reactants are [Cl:1][C:2]1[CH:7]=[CH:6][C:5]([CH:8]2[C:12]([C:15]3[CH:20]=[CH:19][C:18]([Cl:21])=[CH:17][C:16]=3[F:22])([C:13]#[N:14])[CH:11]([CH2:23][C:24]([CH3:27])([CH3:26])[CH3:25])[CH2:10][NH:9]2)=[C:4]([F:28])[CH:3]=1.[C:29](Cl)(Cl)=[O:30].C(N(CC)CC)C.Cl.[CH3:41][O:42][C:43](=[O:52])[C:44]1[CH:49]=[CH:48][C:47]([CH2:50][NH2:51])=[CH:46][CH:45]=1. The catalyst is C(Cl)Cl. The product is [CH3:41][O:42][C:43](=[O:52])[C:44]1[CH:49]=[CH:48][C:47]([CH2:50][NH:51][C:29]([N:9]2[CH2:10][C@@H:11]([CH2:23][C:24]([CH3:25])([CH3:27])[CH3:26])[C@@:12]([C:15]3[CH:20]=[CH:19][C:18]([Cl:21])=[CH:17][C:16]=3[F:22])([C:13]#[N:14])[C@H:8]2[C:5]2[CH:6]=[CH:7][C:2]([Cl:1])=[CH:3][C:4]=2[F:28])=[O:30])=[CH:46][CH:45]=1. The yield is 0.609. (3) The reactants are [CH3:1][O:2][C:3](=[O:22])[CH2:4][NH:5][C:6](=[O:21])[C:7]1[CH:12]=[CH:11][C:10]([O:13]CC2C=CC=CC=2)=[CH:9][CH:8]=1. The catalyst is CO.C1COCC1.[OH-].[Pd+2].[OH-].[C]. The product is [CH3:1][O:2][C:3](=[O:22])[CH2:4][NH:5][C:6](=[O:21])[C:7]1[CH:12]=[CH:11][C:10]([OH:13])=[CH:9][CH:8]=1. The yield is 0.850.